From a dataset of Reaction yield outcomes from USPTO patents with 853,638 reactions. Predict the reaction yield, written as a fraction of the theoretical maximum amount of product (1.0 means a 100% yield; for example, 0.34 means a 34% yield). (1) The reactants are FC(F)(F)S(O[C:7]1[CH:12]=[CH:11][C:10]([N+:13]([O-:15])=[O:14])=[CH:9][C:8]=1[NH:16][C:17](=[O:21])[CH2:18][CH2:19][CH3:20])(=O)=O.C(N(CC)CC)C.[C:31]1([C:37]#[CH:38])[CH:36]=[CH:35][CH:34]=[CH:33][CH:32]=1.[Cl-].[NH4+]. The catalyst is C(#N)C.[I-].C([N+](CCCC)(CCCC)CCCC)CCC.C1C=CC([P]([Pd]([P](C2C=CC=CC=2)(C2C=CC=CC=2)C2C=CC=CC=2)([P](C2C=CC=CC=2)(C2C=CC=CC=2)C2C=CC=CC=2)[P](C2C=CC=CC=2)(C2C=CC=CC=2)C2C=CC=CC=2)(C2C=CC=CC=2)C2C=CC=CC=2)=CC=1.[Cu](I)I. The product is [N+:13]([C:10]1[CH:11]=[CH:12][C:7]([C:38]#[C:37][C:31]2[CH:36]=[CH:35][CH:34]=[CH:33][CH:32]=2)=[C:8]([NH:16][C:17](=[O:21])[CH2:18][CH2:19][CH3:20])[CH:9]=1)([O-:15])=[O:14]. The yield is 0.780. (2) The reactants are [C:1]([NH2:4])(=[S:3])[CH3:2].[CH2:5]([Br:12])[C:6]1[CH:11]=[CH:10][CH:9]=[CH:8][CH:7]=1.CCOCC. The catalyst is C(Cl)(Cl)Cl. The product is [BrH:12].[CH2:5]([S:3][C:1](=[NH:4])[CH3:2])[C:6]1[CH:11]=[CH:10][CH:9]=[CH:8][CH:7]=1. The yield is 0.920.